Dataset: Full USPTO retrosynthesis dataset with 1.9M reactions from patents (1976-2016). Task: Predict the reactants needed to synthesize the given product. Given the product [CH3:1][O:2][C:3]1[CH:4]=[CH:5][C:6]([CH2:7][N:8]2[C:12]3=[N:13][CH:14]=[CH:15][C:16]([O:17][C:18]4[CH:19]=[CH:20][C:21]([O:24][C:25]5[CH:30]=[CH:29][CH:28]=[CH:27][CH:26]=5)=[CH:22][CH:23]=4)=[C:11]3[C:10]([NH:31][C@@H:32]3[CH2:36][CH2:35][N:34]([CH3:43])[CH2:33]3)=[N:9]2)=[CH:37][CH:38]=1, predict the reactants needed to synthesize it. The reactants are: [CH3:1][O:2][C:3]1[CH:38]=[CH:37][C:6]([CH2:7][N:8]2[C:12]3=[N:13][CH:14]=[CH:15][C:16]([O:17][C:18]4[CH:23]=[CH:22][C:21]([O:24][C:25]5[CH:30]=[CH:29][CH:28]=[CH:27][CH:26]=5)=[CH:20][CH:19]=4)=[C:11]3[C:10]([NH:31][C@@H:32]3[CH2:36][CH2:35][NH:34][CH2:33]3)=[N:9]2)=[CH:5][CH:4]=1.C=O.[BH-](OC(C)=O)(OC(C)=O)O[C:43](C)=O.[Na+].